Dataset: NCI-60 drug combinations with 297,098 pairs across 59 cell lines. Task: Regression. Given two drug SMILES strings and cell line genomic features, predict the synergy score measuring deviation from expected non-interaction effect. (1) Drug 1: CN1C(=O)N2C=NC(=C2N=N1)C(=O)N. Drug 2: N.N.Cl[Pt+2]Cl. Cell line: UACC-257. Synergy scores: CSS=17.7, Synergy_ZIP=-7.28, Synergy_Bliss=-3.70, Synergy_Loewe=-19.4, Synergy_HSA=-7.07. (2) Drug 1: CCC1=CC2CC(C3=C(CN(C2)C1)C4=CC=CC=C4N3)(C5=C(C=C6C(=C5)C78CCN9C7C(C=CC9)(C(C(C8N6C)(C(=O)OC)O)OC(=O)C)CC)OC)C(=O)OC. Drug 2: C1CC(CNC1)C2=CC=C(C=C2)N3C=C4C=CC=C(C4=N3)C(=O)N. Cell line: T-47D. Synergy scores: CSS=24.0, Synergy_ZIP=-3.85, Synergy_Bliss=-7.11, Synergy_Loewe=-2.73, Synergy_HSA=-1.32. (3) Drug 1: CC1OCC2C(O1)C(C(C(O2)OC3C4COC(=O)C4C(C5=CC6=C(C=C35)OCO6)C7=CC(=C(C(=C7)OC)O)OC)O)O. Drug 2: COC1=CC(=CC(=C1O)OC)C2C3C(COC3=O)C(C4=CC5=C(C=C24)OCO5)OC6C(C(C7C(O6)COC(O7)C8=CC=CS8)O)O. Cell line: BT-549. Synergy scores: CSS=48.7, Synergy_ZIP=-2.83, Synergy_Bliss=-4.91, Synergy_Loewe=-0.729, Synergy_HSA=2.15. (4) Drug 1: CC1(CCCN1)C2=NC3=C(C=CC=C3N2)C(=O)N. Drug 2: CN1C=C(C=N1)C2=C3N=C(C(=C(N3N=C2)N)Br)C4CCCNC4. Cell line: T-47D. Synergy scores: CSS=7.01, Synergy_ZIP=13.8, Synergy_Bliss=15.0, Synergy_Loewe=7.74, Synergy_HSA=8.75. (5) Drug 1: CC1C(C(CC(O1)OC2CC(CC3=C2C(=C4C(=C3O)C(=O)C5=C(C4=O)C(=CC=C5)OC)O)(C(=O)CO)O)N)O.Cl. Drug 2: C1CN(CCN1C(=O)CCBr)C(=O)CCBr. Cell line: A549. Synergy scores: CSS=24.4, Synergy_ZIP=-2.03, Synergy_Bliss=0.882, Synergy_Loewe=-0.722, Synergy_HSA=0.151. (6) Drug 1: CC1=C(C=C(C=C1)NC2=NC=CC(=N2)N(C)C3=CC4=NN(C(=C4C=C3)C)C)S(=O)(=O)N.Cl. Drug 2: CC1=C2C(C(=O)C3(C(CC4C(C3C(C(C2(C)C)(CC1OC(=O)C(C(C5=CC=CC=C5)NC(=O)OC(C)(C)C)O)O)OC(=O)C6=CC=CC=C6)(CO4)OC(=O)C)OC)C)OC. Cell line: SF-295. Synergy scores: CSS=55.4, Synergy_ZIP=9.21, Synergy_Bliss=7.57, Synergy_Loewe=-8.65, Synergy_HSA=9.16. (7) Drug 1: C(=O)(N)NO. Drug 2: CNC(=O)C1=NC=CC(=C1)OC2=CC=C(C=C2)NC(=O)NC3=CC(=C(C=C3)Cl)C(F)(F)F. Cell line: ACHN. Synergy scores: CSS=-0.509, Synergy_ZIP=-0.833, Synergy_Bliss=-1.92, Synergy_Loewe=-0.707, Synergy_HSA=-1.50.